The task is: Binary Classification. Given a miRNA mature sequence and a target amino acid sequence, predict their likelihood of interaction.. This data is from Experimentally validated miRNA-target interactions with 360,000+ pairs, plus equal number of negative samples. The miRNA is hsa-miR-203b-5p with sequence UAGUGGUCCUAAACAUUUCACA. The protein sequence of the target gene is MIGDILLFGTLLMNAGAVLNFKLKKKDTQGFGEESKEPSTGDNIREFLLSLRYFRIFIALWNVFMMLCMIVLFGS. Result: 0 (no interaction).